This data is from Full USPTO retrosynthesis dataset with 1.9M reactions from patents (1976-2016). The task is: Predict the reactants needed to synthesize the given product. (1) Given the product [N+:38]([C:36]1[CH:35]=[CH:34][C:32]2[O:33][C:28]([CH2:27][OH:26])([CH2:44][OH:45])[C:29]3[N:30]([N:41]=[N:42][N:43]=3)[C:31]=2[CH:37]=1)([O-:40])=[O:39], predict the reactants needed to synthesize it. The reactants are: [F-].C([N+](CCCC)(CCCC)CCCC)CCC.[Si]([O:26][CH2:27][C:28]1([CH2:44][O:45][Si](C(C)(C)C)(C)C)[O:33][C:32]2[CH:34]=[CH:35][C:36]([N+:38]([O-:40])=[O:39])=[CH:37][C:31]=2[N:30]2[N:41]=[N:42][N:43]=[C:29]12)(C(C)(C)C)(C)C.CC(O)=O. (2) Given the product [CH3:13][N:14]([CH2:22][CH2:23][C:24]1[CH:29]=[CH:28][CH:27]=[CH:26][CH:25]=1)[C:15]1[CH:20]=[CH:19][C:18]([O:21][C:2]2[N:3]=[C:4]([OH:12])[C:5]3[CH:11]=[CH:10][N:9]=[CH:8][C:6]=3[N:7]=2)=[CH:17][CH:16]=1, predict the reactants needed to synthesize it. The reactants are: Cl[C:2]1[N:3]=[C:4]([OH:12])[C:5]2[CH:11]=[CH:10][N:9]=[CH:8][C:6]=2[N:7]=1.[CH3:13][N:14]([CH2:22][CH2:23][C:24]1[CH:29]=[CH:28][CH:27]=[CH:26][CH:25]=1)[C:15]1[CH:20]=[CH:19][C:18]([OH:21])=[CH:17][CH:16]=1.